This data is from Experimentally validated miRNA-target interactions with 360,000+ pairs, plus equal number of negative samples. The task is: Binary Classification. Given a miRNA mature sequence and a target amino acid sequence, predict their likelihood of interaction. The miRNA is hsa-miR-557 with sequence GUUUGCACGGGUGGGCCUUGUCU. The protein sequence of the target gene is MSELKDCPLQFHDFKSVDHLKVCPRYTAVLARSEDDGIGIEELDTLQLELETLLSSASRRLRVLEAETQILTDWQDKKGDRRFLKLGRDHELGAPPKHGKPKKQKLEGKAGHGPGPGPGRPKSKNLQPKIQEYEFTDDPIDVPRIPKNDAPNRFWASVEPYCADITSEEVRTLEELLKPPEDEAEHYKIPPLGKHYSQRWAQEDLLEEQKDGARAAAVADKKKGLMGPLTELDTKDVDALLKKSEAQHEQPEDGCPFGALTQRLLQALVEENIISPMEDSPIPDMSGKESGADGASTSPR.... Result: 1 (interaction).